From a dataset of Catalyst prediction with 721,799 reactions and 888 catalyst types from USPTO. Predict which catalyst facilitates the given reaction. (1) Reactant: [F:1][C:2]([F:12])([F:11])[O:3][C:4]1[CH:9]=[CH:8][C:7]([SH:10])=[CH:6][CH:5]=1.[H-].[Na+].C1(C)C=CC(S(O[CH:25]2[CH2:30][CH2:29][N:28]([C:31]([O:33][C:34]([CH3:37])([CH3:36])[CH3:35])=[O:32])[CH2:27][CH2:26]2)(=O)=O)=CC=1.O. The catalyst class is: 1. Product: [F:12][C:2]([F:1])([F:11])[O:3][C:4]1[CH:5]=[CH:6][C:7]([S:10][CH:25]2[CH2:30][CH2:29][N:28]([C:31]([O:33][C:34]([CH3:37])([CH3:36])[CH3:35])=[O:32])[CH2:27][CH2:26]2)=[CH:8][CH:9]=1. (2) Reactant: [CH2:1]([O:3][C:4]([C:6]1([CH2:12][CH2:13][O:14][CH3:15])[CH2:11][CH2:10][NH:9][CH2:8][CH2:7]1)=[O:5])[CH3:2].[C:16]([CH2:20][C:21](Cl)=[O:22])([CH3:19])([CH3:18])[CH3:17]. Product: [CH2:1]([O:3][C:4]([C:6]1([CH2:12][CH2:13][O:14][CH3:15])[CH2:7][CH2:8][N:9]([C:21](=[O:22])[CH2:20][C:16]([CH3:19])([CH3:18])[CH3:17])[CH2:10][CH2:11]1)=[O:5])[CH3:2]. The catalyst class is: 66. (3) The catalyst class is: 15. Product: [CH:12]1[C:13]2[C:14]3[C:15]([C:16]4[C:22]=2[C:20]([CH:19]=[C:18]([OH:23])[CH:17]=4)=[CH:21][C:11]=1[OH:10])=[N:8][C:7]1[N:6]=[C:5]([OH:9])[CH:4]=[CH:3][C:2]=1[N:1]=3. Reactant: [NH2:1][C:2]1[CH:3]=[CH:4][C:5]([OH:9])=[N:6][C:7]=1[NH2:8].[OH:10][C:11]1[CH:12]=[C:13]2[C:22]3[C:20]([CH:21]=1)=[CH:19][C:18]([OH:23])=[CH:17][C:16]=3[C:15](=O)[C:14]2=O. (4) Reactant: [CH3:1][O:2][C:3]1[CH:8]=[CH:7][CH:6]=[CH:5][C:4]=1[C:9]1[N:10]([C:17]2[CH:22]=[CH:21][C:20]([CH3:23])=[CH:19][CH:18]=2)[CH:11]=[C:12]([C:14]([OH:16])=O)[N:13]=1.[F:24][C:25]1[CH:31]=[CH:30][C:28]([NH2:29])=[CH:27][CH:26]=1.Cl.CN(C)CCCN=C=NCC.N1C=CC=CC=1. Product: [F:24][C:25]1[CH:31]=[CH:30][C:28]([NH:29][C:14]([C:12]2[N:13]=[C:9]([C:4]3[CH:5]=[CH:6][CH:7]=[CH:8][C:3]=3[O:2][CH3:1])[N:10]([C:17]3[CH:22]=[CH:21][C:20]([CH3:23])=[CH:19][CH:18]=3)[CH:11]=2)=[O:16])=[CH:27][CH:26]=1. The catalyst class is: 13. (5) Reactant: [C:1]1([CH:7]2[CH2:11][NH:10][N:9]=[C:8]2[C:12]2[CH:22]=[CH:21][C:15]3[O:16][CH2:17][C:18](=[O:20])[NH:19][C:14]=3[CH:13]=2)[CH:6]=[CH:5][CH:4]=[CH:3][CH:2]=1.[CH3:23][S:24](Cl)(=[O:26])=[O:25]. Product: [CH3:23][S:24]([N:10]1[CH2:11][CH:7]([C:1]2[CH:2]=[CH:3][CH:4]=[CH:5][CH:6]=2)[C:8]([C:12]2[CH:22]=[CH:21][C:15]3[O:16][CH2:17][C:18](=[O:20])[NH:19][C:14]=3[CH:13]=2)=[N:9]1)(=[O:26])=[O:25]. The catalyst class is: 2. (6) Reactant: [O:1]1[CH:5]=[CH:4][CH:3]=[C:2]1[C:6]1[NH:14][C:13]([NH2:15])=[N:12][C:11]2[C:7]=1[N:8]=[CH:9][N:10]=2.[OH-].[K+].S(O[CH2:23][C@H:24]([CH3:33])[NH:25]C(OCCCC)=O)(=O)(=O)C.C(OC(OC(C)(C)C)=O)(OC(C)(C)C)=O. Product: [NH2:25][C@@H:24]([CH3:33])[CH2:23][N:10]1[CH:9]=[N:8][C:7]2[C:11]1=[N:12][C:13]([NH2:15])=[N:14][C:6]=2[C:2]1[O:1][CH:5]=[CH:4][CH:3]=1. The catalyst class is: 58.